Dataset: Reaction yield outcomes from USPTO patents with 853,638 reactions. Task: Predict the reaction yield, written as a fraction of the theoretical maximum amount of product (1.0 means a 100% yield; for example, 0.34 means a 34% yield). (1) The reactants are [C:1]([O:5][C:6]([N:8]1[CH2:12][CH2:11][CH2:10][CH:9]1[C:13](=[O:29])[NH:14][C:15]([C:22]1[CH:27]=[CH:26][C:25]([Br:28])=[CH:24][CH:23]=1)([C:17](OCC)=[O:18])[CH3:16])=[O:7])([CH3:4])([CH3:3])[CH3:2].[NH3:30]. The catalyst is C(O)C. The product is [C:1]([O:5][C:6]([N:8]1[CH2:12][CH2:11][CH2:10][CH:9]1[C:13](=[O:29])[NH:14][C:15]([C:22]1[CH:27]=[CH:26][C:25]([Br:28])=[CH:24][CH:23]=1)([C:17](=[O:18])[NH2:30])[CH3:16])=[O:7])([CH3:3])([CH3:2])[CH3:4]. The yield is 0.640. (2) The reactants are [C:1]1([C:7]2[CH:12]=[C:11]([CH:13]3[CH2:18][C:17](=[O:19])[N:16]([CH3:20])[C:15](=[O:21])[CH2:14]3)[CH:10]=[CH:9][C:8]=2[NH:22][C:23]([C:25]2[N:26](COCC[Si](C)(C)C)[CH:27]=[C:28]([C:30]#[N:31])[N:29]=2)=[O:24])[CH2:6][CH2:5][CH2:4][CH2:3][CH:2]=1.CO.C(O)(C(F)(F)F)=O. The catalyst is C(Cl)Cl. The product is [C:1]1([C:7]2[CH:12]=[C:11]([CH:13]3[CH2:18][C:17](=[O:19])[N:16]([CH3:20])[C:15](=[O:21])[CH2:14]3)[CH:10]=[CH:9][C:8]=2[NH:22][C:23]([C:25]2[NH:26][CH:27]=[C:28]([C:30]#[N:31])[N:29]=2)=[O:24])[CH2:6][CH2:5][CH2:4][CH2:3][CH:2]=1. The yield is 0.0800. (3) The reactants are Cl[C:2]1[C:3]2[C:18]([CH3:19])=[CH:17][S:16][C:4]=2[N:5]=[C:6]([C:8]2[CH:13]=[CH:12][CH:11]=[CH:10][C:9]=2[O:14][CH3:15])[N:7]=1.[N:20]1([C:26]([O:28][CH2:29][CH:30]([CH3:32])[CH3:31])=[O:27])[CH2:25][CH2:24][NH:23][CH2:22][CH2:21]1.CCN(CC)CC. The catalyst is CN(C=O)C.C(Cl)Cl. The product is [CH3:15][O:14][C:9]1[CH:10]=[CH:11][CH:12]=[CH:13][C:8]=1[C:6]1[N:7]=[C:2]([N:23]2[CH2:22][CH2:21][N:20]([C:26]([O:28][CH2:29][CH:30]([CH3:32])[CH3:31])=[O:27])[CH2:25][CH2:24]2)[C:3]2[C:18]([CH3:19])=[CH:17][S:16][C:4]=2[N:5]=1. The yield is 0.470. (4) The reactants are [CH2:1]([C@@H:4]1[CH2:9][C@H:8]([C:10]2[CH:15]=[CH:14][CH:13]=[C:12]([Cl:16])[CH:11]=2)[C@@H:7]([C:17]2[CH:22]=[CH:21][C:20]([Cl:23])=[CH:19][CH:18]=2)[NH:6][C:5]1=[O:24])[CH:2]=[CH2:3].Br[CH:26]([CH2:29][CH3:30])[CH2:27][CH3:28].[H-].[Na+]. No catalyst specified. The product is [CH2:1]([C@@H:4]1[CH2:9][C@H:8]([C:10]2[CH:15]=[CH:14][CH:13]=[C:12]([Cl:16])[CH:11]=2)[C@@H:7]([C:17]2[CH:22]=[CH:21][C:20]([Cl:23])=[CH:19][CH:18]=2)[N:6]([CH:26]([CH2:29][CH3:30])[CH2:27][CH3:28])[C:5]1=[O:24])[CH:2]=[CH2:3]. The yield is 0.710. (5) The reactants are [F:1][C:2]1[CH:3]=[C:4]([CH:16]=[CH:17][CH:18]=1)[CH2:5][O:6][C:7]1[CH:12]=[CH:11][C:10]([CH2:13][CH2:14][OH:15])=[CH:9][CH:8]=1.[N-:19]=[C:20]=[O:21].[K+].FC(F)(F)C(O)=O. The catalyst is C1C=CC=CC=1.O. The product is [F:1][C:2]1[CH:3]=[C:4]([CH:16]=[CH:17][CH:18]=1)[CH2:5][O:6][C:7]1[CH:12]=[CH:11][C:10]([CH2:13][CH2:14][O:15][C:20](=[O:21])[NH2:19])=[CH:9][CH:8]=1. The yield is 0.440. (6) The reactants are CC([O-])(C)C.[K+].[F:7][C:8]([F:27])([F:26])[S:9](N(C1C=CC=CC=1)[S:9]([C:8]([F:27])([F:26])[F:7])(=[O:11])=[O:10])(=[O:11])=[O:10].[OH:28][C:29]1[CH:36]=[CH:35][C:32]([C:33]#[N:34])=[C:31]([S:37][CH3:38])[N:30]=1.O. The catalyst is O1CCCC1. The product is [F:7][C:8]([F:27])([F:26])[S:9]([O:28][C:29]1[CH:36]=[CH:35][C:32]([C:33]#[N:34])=[C:31]([S:37][CH3:38])[N:30]=1)(=[O:11])=[O:10]. The yield is 0.850. (7) The reactants are [C:1]([O:5][C:6](=[O:15])[NH:7][C:8]1[CH:13]=[CH:12][C:11]([NH2:14])=[CH:10][CH:9]=1)([CH3:4])([CH3:3])[CH3:2].C(N(CC)CC)C.[C:23](Cl)(Cl)=[S:24]. The catalyst is C1COCC1. The product is [C:1]([O:5][C:6](=[O:15])[NH:7][C:8]1[CH:9]=[CH:10][C:11]([N:14]=[C:23]=[S:24])=[CH:12][CH:13]=1)([CH3:4])([CH3:2])[CH3:3]. The yield is 0.830.